Dataset: Forward reaction prediction with 1.9M reactions from USPTO patents (1976-2016). Task: Predict the product of the given reaction. Given the reactants [CH3:1][C:2]1[CH:7]=[C:6]([S:8][C@H:9]([C:14]2[CH:19]=[CH:18][CH:17]=[C:16]([C:20]3[CH:25]=[CH:24][C:23]([C:26]([F:29])([F:28])[F:27])=[CH:22][CH:21]=3)[N:15]=2)[CH2:10][CH2:11][CH2:12][CH3:13])[CH:5]=[CH:4][C:3]=1[O:30][CH2:31][C:32]([O:34]CC)=[O:33].[OH-].[Na+].Cl, predict the reaction product. The product is: [CH3:1][C:2]1[CH:7]=[C:6]([S:8][C@H:9]([C:14]2[CH:19]=[CH:18][CH:17]=[C:16]([C:20]3[CH:25]=[CH:24][C:23]([C:26]([F:29])([F:28])[F:27])=[CH:22][CH:21]=3)[N:15]=2)[CH2:10][CH2:11][CH2:12][CH3:13])[CH:5]=[CH:4][C:3]=1[O:30][CH2:31][C:32]([OH:34])=[O:33].